This data is from Full USPTO retrosynthesis dataset with 1.9M reactions from patents (1976-2016). The task is: Predict the reactants needed to synthesize the given product. Given the product [NH2:1][C:4]1[CH:24]=[CH:23][C:7]2[N:8]([CH2:12][C:13]3[CH:22]=[CH:21][C:16]([C:17]([O:19][CH3:20])=[O:18])=[CH:15][CH:14]=3)[CH2:9][CH2:10][O:11][C:6]=2[CH:5]=1, predict the reactants needed to synthesize it. The reactants are: [N+:1]([C:4]1[CH:24]=[CH:23][C:7]2[N:8]([CH2:12][C:13]3[CH:22]=[CH:21][C:16]([C:17]([O:19][CH3:20])=[O:18])=[CH:15][CH:14]=3)[CH2:9][CH2:10][O:11][C:6]=2[CH:5]=1)([O-])=O.CN(C=O)C.